Dataset: Reaction yield outcomes from USPTO patents with 853,638 reactions. Task: Predict the reaction yield, written as a fraction of the theoretical maximum amount of product (1.0 means a 100% yield; for example, 0.34 means a 34% yield). (1) The reactants are [Cl:1][C:2]1[CH:10]=[C:9]2[C:5]([C:6]([C:11](=[O:16])[C:12]([F:15])([F:14])[F:13])=[CH:7][NH:8]2)=[CH:4][CH:3]=1.[H-].[Na+].[CH3:19][N:20]([CH2:22][C:23](Cl)=O)[CH3:21].CN(C=[O:30])C. No catalyst specified. The product is [Cl:1][C:2]1[CH:10]=[C:9]2[C:5]([C:6]([C:11](=[O:16])[C:12]([F:13])([F:14])[F:15])=[CH:7][N:8]2[CH2:23][C:22]([N:20]([CH3:21])[CH3:19])=[O:30])=[CH:4][CH:3]=1. The yield is 0.610. (2) The reactants are [Cl:1][C:2]1[S:6][C:5]([S:7](Cl)(=[O:9])=[O:8])=[CH:4][CH:3]=1.[N:11]([C@@H:14]([CH:30]([CH2:35][CH2:36][CH2:37][CH3:38])[CH2:31][CH2:32][CH2:33][CH3:34])[C:15](N1[C@H](CC2C=CC=CC=2)COC1=O)=[O:16])=[N+]=[N-].C(N(CC)CC)C.CCOC(C)=O.CCCCCC. The catalyst is C(Cl)Cl. The product is [CH2:31]([CH:30]([CH2:35][CH2:36][CH2:37][CH3:38])[C@H:14]([NH:11][S:7]([C:5]1[S:6][C:2]([Cl:1])=[CH:3][CH:4]=1)(=[O:9])=[O:8])[CH2:15][OH:16])[CH2:32][CH2:33][CH3:34]. The yield is 0.169. (3) The reactants are [Br:1][C:2]1[C:3]([NH2:22])=[N:4][CH:5]=[C:6]([C:8]2[CH:13]=[CH:12][C:11]([O:14][Si:15]([C:18]([CH3:21])([CH3:20])[CH3:19])([CH3:17])[CH3:16])=[CH:10][CH:9]=2)[N:7]=1.[Si:23]([O:30][C:31]1[CH:36]=[CH:35][C:34]([CH2:37][C:38](Cl)=[O:39])=[CH:33][CH:32]=1)([C:26]([CH3:29])([CH3:28])[CH3:27])([CH3:25])[CH3:24].O. The catalyst is CN(C)C1C=CN=CC=1.N1C=CC=CC=1. The product is [Br:1][C:2]1[C:3]([NH:22][C:38](=[O:39])[CH2:37][C:34]2[CH:33]=[CH:32][C:31]([O:30][Si:23]([C:26]([CH3:28])([CH3:27])[CH3:29])([CH3:24])[CH3:25])=[CH:36][CH:35]=2)=[N:4][CH:5]=[C:6]([C:8]2[CH:9]=[CH:10][C:11]([O:14][Si:15]([C:18]([CH3:19])([CH3:21])[CH3:20])([CH3:16])[CH3:17])=[CH:12][CH:13]=2)[N:7]=1. The yield is 0.589. (4) The reactants are [F:1][C:2]1[CH:7]=[CH:6][C:5]([S:8]([C:11]2[CH:12]=[CH:13][C:14]([CH3:27])=[C:15]([S:17]([NH:20][CH2:21][CH2:22][C:23]([O:25]C)=[O:24])(=[O:19])=[O:18])[CH:16]=2)(=[O:10])=[O:9])=[CH:4][CH:3]=1.[OH-].[Li+]. The catalyst is CO. The product is [F:1][C:2]1[CH:3]=[CH:4][C:5]([S:8]([C:11]2[CH:12]=[CH:13][C:14]([CH3:27])=[C:15]([S:17]([NH:20][CH2:21][CH2:22][C:23]([OH:25])=[O:24])(=[O:19])=[O:18])[CH:16]=2)(=[O:10])=[O:9])=[CH:6][CH:7]=1. The yield is 0.860. (5) The reactants are [Br:1][C:2]1[N:7]=[C:6]([NH:8][C:9](=[O:12])[O:10][CH3:11])[CH:5]=[CH:4][C:3]=1[N+:13]([O-])=O.[BH4-].[Na+]. The catalyst is CO.O.Cl[Ni]Cl. The product is [NH2:13][C:3]1[CH:4]=[CH:5][C:6]([NH:8][C:9](=[O:12])[O:10][CH3:11])=[N:7][C:2]=1[Br:1]. The yield is 0.960. (6) The reactants are [OH:1][C:2]1[CH:3]=[C:4]([C:9]([C@@H:11]2[C@:20]3([CH3:21])[C@H:15]([C:16]([CH3:23])([CH3:22])[CH2:17][CH2:18][CH2:19]3)[CH2:14][CH:13]([NH:24]C(=O)OC(C)(C)C)[CH:12]2[CH3:32])=[O:10])[CH:5]=[C:6]([CH3:8])[CH:7]=1.[ClH:33].O1CCOCC1. The catalyst is CO. The product is [ClH:33].[NH2:24][CH:13]1[CH2:14][C@@H:15]2[C@:20]([CH3:21])([CH2:19][CH2:18][CH2:17][C:16]2([CH3:22])[CH3:23])[C@@H:11]([C:9]([C:4]2[CH:3]=[C:2]([OH:1])[CH:7]=[C:6]([CH3:8])[CH:5]=2)=[O:10])[CH:12]1[CH3:32]. The yield is 0.390. (7) The reactants are [C:1]([C:3]1[CH:4]=[C:5]([B:9]([OH:11])[OH:10])[CH:6]=[CH:7][CH:8]=1)#[N:2].[CH2:12](O)[CH2:13][OH:14].CCCCCC. The catalyst is C1COCC1. The product is [B:9]([O:11][CH2:12][CH2:13][OH:14])([OH:10])[C:5]1[CH:6]=[CH:7][CH:8]=[C:3]([C:1]#[N:2])[CH:4]=1. The yield is 1.00.